Dataset: Forward reaction prediction with 1.9M reactions from USPTO patents (1976-2016). Task: Predict the product of the given reaction. Given the reactants [Br:1][C:2]1[CH:9]=[CH:8][C:7]([O:10][CH3:11])=[CH:6][C:3]=1[CH:4]=[O:5].[CH:12](O)([OH:14])[CH3:13], predict the reaction product. The product is: [Br:1][C:2]1[CH:9]=[CH:8][C:7]([O:10][CH3:11])=[CH:6][C:3]=1[CH:4]1[O:14][CH2:12][CH2:13][O:5]1.